From a dataset of Full USPTO retrosynthesis dataset with 1.9M reactions from patents (1976-2016). Predict the reactants needed to synthesize the given product. Given the product [OH:18][C:15]([CH3:17])([CH3:16])[C@@H:14]([NH:13][C:11]([C:10]1[CH:9]=[N:8][N:5]2[CH:6]=[CH:7][C:2]([N:34]3[CH:35]=[C:31]([CH3:30])[N:32]=[N:33]3)=[N:3][C:4]=12)=[O:12])[C:19]1[CH:24]=[CH:23][C:22]([O:25][C:26]([F:29])([F:28])[F:27])=[CH:21][CH:20]=1, predict the reactants needed to synthesize it. The reactants are: Cl[C:2]1[CH:7]=[CH:6][N:5]2[N:8]=[CH:9][C:10]([C:11]([NH:13][C@@H:14]([C:19]3[CH:24]=[CH:23][C:22]([O:25][C:26]([F:29])([F:28])[F:27])=[CH:21][CH:20]=3)[C:15]([OH:18])([CH3:17])[CH3:16])=[O:12])=[C:4]2[N:3]=1.[CH3:30][C:31]1[N:32]=[N:33][NH:34][CH:35]=1.C(=O)([O-])[O-].[K+].[K+].O.